Task: Predict the product of the given reaction.. Dataset: Forward reaction prediction with 1.9M reactions from USPTO patents (1976-2016) Given the reactants [F:1][C:2]1[C:3](/[C:12](/I)=[CH:13]/[C:14](=O)[C:15]2[NH:16][CH:17]=[CH:18][CH:19]=2)=[C:4]2[C:8](=[CH:9][CH:10]=1)[NH:7][C:6](=[O:11])[CH2:5]2.[SH:22][CH2:23][CH2:24][OH:25].[H-].[Na+], predict the reaction product. The product is: [F:1][C:2]1[C:3]2[C:4]3[C:8](=[CH:9][CH:10]=1)[NH:7][C:6](=[O:11])[C:5]=3[C:14]([C:15]1[NH:16][CH:17]=[CH:18][CH:19]=1)=[CH:13][C:12]=2[S:22][CH2:23][CH2:24][OH:25].